From a dataset of Forward reaction prediction with 1.9M reactions from USPTO patents (1976-2016). Predict the product of the given reaction. (1) Given the reactants C(OC(=O)[NH:7][CH:8]([CH2:35][C:36]1[S:37][CH:38]=[CH:39][CH:40]=1)[C:9]([N:11]1[CH2:16][CH2:15][C:14]([CH2:26][C:27]2[CH:32]=[CH:31][C:30]([C:33]#[N:34])=[CH:29][CH:28]=2)([C:17](=[O:25])[NH:18][CH:19]2[CH2:24][CH2:23][CH2:22][CH2:21][CH2:20]2)[CH2:13][CH2:12]1)=[O:10])(C)(C)C.C[Si]([N:46]=[N+:47]=[N-:48])(C)C.C([Sn](=O)CCCC)CCC, predict the reaction product. The product is: [CH:19]1([NH:18][C:17]([C:14]2([CH2:26][C:27]3[CH:28]=[CH:29][C:30]([C:33]4[NH:34][N:48]=[N:47][N:46]=4)=[CH:31][CH:32]=3)[CH2:15][CH2:16][N:11]([C:9](=[O:10])[C@@H:8]([NH2:7])[CH2:35][C:36]3[S:37][CH:38]=[CH:39][CH:40]=3)[CH2:12][CH2:13]2)=[O:25])[CH2:20][CH2:21][CH2:22][CH2:23][CH2:24]1. (2) Given the reactants [CH3:1][N:2]1[CH2:7][CH2:6][N:5]([C:8]2[C:16]3[C:11](=[CH:12][CH:13]=[C:14]([N+:17]([O-])=O)[CH:15]=3)[NH:10][N:9]=2)[CH2:4][CH2:3]1, predict the reaction product. The product is: [CH3:1][N:2]1[CH2:7][CH2:6][N:5]([C:8]2[C:16]3[C:11](=[CH:12][CH:13]=[C:14]([NH2:17])[CH:15]=3)[NH:10][N:9]=2)[CH2:4][CH2:3]1. (3) Given the reactants [F:1][C:2]([F:16])([CH3:15])[CH2:3][O:4][C:5]1[N:10]=[N:9][C:8]([C:11](=O)[CH3:12])=[CH:7][C:6]=1[CH3:14].[CH3:17][C:18]([S@:21]([NH2:23])=[O:22])([CH3:20])[CH3:19], predict the reaction product. The product is: [F:1][C:2]([F:16])([CH3:15])[CH2:3][O:4][C:5]1[N:10]=[N:9][C:8]([CH:11]([NH:23][S@@:21]([C:18]([CH3:20])([CH3:19])[CH3:17])=[O:22])[CH3:12])=[CH:7][C:6]=1[CH3:14]. (4) Given the reactants Br[C:2]1[CH:3]=[C:4]([C:22]([NH2:24])=[O:23])[C:5]2[NH:6][C:7]3[C:12]([C:13]=2[CH:14]=1)=[CH:11][CH:10]=[C:9]([N:15]1[CH2:20][CH2:19][N:18]([CH3:21])[CH2:17][CH2:16]1)[CH:8]=3.[C:25]1(B(O)O)[CH:30]=[CH:29][CH:28]=[CH:27][CH:26]=1.C([O-])([O-])=O.[Na+].[Na+], predict the reaction product. The product is: [CH3:21][N:18]1[CH2:19][CH2:20][N:15]([C:9]2[CH:8]=[C:7]3[C:12]([C:13]4[CH:14]=[C:2]([C:25]5[CH:30]=[CH:29][CH:28]=[CH:27][CH:26]=5)[CH:3]=[C:4]([C:22]([NH2:24])=[O:23])[C:5]=4[NH:6]3)=[CH:11][CH:10]=2)[CH2:16][CH2:17]1. (5) Given the reactants [F:1][C:2]([F:23])([F:22])[O:3][C:4]1[CH:9]=[CH:8][C:7]([C:10]2[CH:11]=[CH:12][C:13]3[O:19][CH2:18][CH2:17][NH:16][C:15](=O)[C:14]=3[CH:21]=2)=[CH:6][CH:5]=1.CO.[ClH:26], predict the reaction product. The product is: [F:23][C:2]([F:1])([F:22])[O:3][C:4]1[CH:9]=[CH:8][C:7]([C:10]2[CH:11]=[CH:12][C:13]3[O:19][CH2:18][CH2:17][NH:16][CH2:15][C:14]=3[CH:21]=2)=[CH:6][CH:5]=1.[ClH:26]. (6) The product is: [CH3:1][O:2][C:3]1[C:17]([CH:18]=[O:19])=[CH:16][C:6]2[N:7]=[C:8]([C:10]3[CH:15]=[CH:14][CH:13]=[CH:12][CH:11]=3)[S:9][C:5]=2[CH:4]=1. Given the reactants [CH3:1][O:2][C:3]1[C:17]([CH2:18][OH:19])=[CH:16][C:6]2[N:7]=[C:8]([C:10]3[CH:15]=[CH:14][CH:13]=[CH:12][CH:11]=3)[S:9][C:5]=2[CH:4]=1, predict the reaction product. (7) Given the reactants O[Li].O.C[O:5][C:6]([C:8]1([OH:19])[C:17]2[C:12](=[CH:13][CH:14]=[C:15]([F:18])[CH:16]=2)[O:11][CH2:10][CH2:9]1)=[O:7], predict the reaction product. The product is: [F:18][C:15]1[CH:16]=[C:17]2[C:12](=[CH:13][CH:14]=1)[O:11][CH2:10][CH2:9][C:8]2([C:6]([OH:7])=[O:5])[OH:19].